From a dataset of Forward reaction prediction with 1.9M reactions from USPTO patents (1976-2016). Predict the product of the given reaction. (1) Given the reactants [N:1]([O-])=O.[Na+].[CH3:5][O:6][C:7]1[CH:13]=[CH:12][C:10]([NH2:11])=[C:9]([CH3:14])[CH:8]=1, predict the reaction product. The product is: [CH3:5][O:6][C:7]1[CH:8]=[C:9]2[C:10](=[CH:12][CH:13]=1)[NH:11][N:1]=[CH:14]2. (2) Given the reactants [Cl-].[Al+3].[Cl-].[Cl-].[C:5](Cl)(=[O:7])[CH3:6].[CH3:9][C:10]12[C:22]3[C:18]([CH2:19][CH2:20][CH2:21]1)=[CH:17][CH:16]=[CH:15][C:14]=3[CH2:13][CH2:12][CH2:11]2, predict the reaction product. The product is: [CH3:9][C:10]12[C:22]3[C:14](=[CH:15][CH:16]=[C:17]([C:5](=[O:7])[CH3:6])[C:18]=3[CH2:19][CH2:20][CH2:21]1)[CH2:13][CH2:12][CH2:11]2. (3) Given the reactants C([N:8]1[CH2:13][CH2:12][N:11](CC2C=CC=CC=2)[CH2:10][C@@H:9]1[CH2:21][CH:22]=[CH:23][O:24][CH3:25])C1C=CC=CC=1, predict the reaction product. The product is: [CH3:25][O:24][CH2:23][CH2:22][CH2:21][C@H:9]1[CH2:10][NH:11][CH2:12][CH2:13][NH:8]1. (4) Given the reactants [H-].[H-].[H-].[H-].[Li+].[Al+3].[CH3:7][O:8][C:9]1[CH:10]=[C:11]([S:17]([N:20]2[CH:24]=[CH:23][C:22]([CH2:25][CH2:26][CH2:27][CH2:28][C:29](OCC)=[O:30])=[CH:21]2)(=[O:19])=[O:18])[CH:12]=[CH:13][C:14]=1[O:15][CH3:16].[Li+].[BH4-], predict the reaction product. The product is: [CH3:7][O:8][C:9]1[CH:10]=[C:11]([S:17]([N:20]2[CH:24]=[CH:23][C:22]([CH2:25][CH2:26][CH2:27][CH2:28][CH2:29][OH:30])=[CH:21]2)(=[O:18])=[O:19])[CH:12]=[CH:13][C:14]=1[O:15][CH3:16]. (5) Given the reactants [Cl:1][C:2]1[CH:3]=[C:4]([CH:13]=[C:14]([N+:16]([O-])=O)[CH:15]=1)[O:5][C:6]1[S:10][C:9]([CH:11]=O)=[CH:8][CH:7]=1.O.NN.[OH-].[K+], predict the reaction product. The product is: [Cl:1][C:2]1[CH:15]=[C:14]([CH:13]=[C:4]([O:5][C:6]2[S:10][C:9]([CH3:11])=[CH:8][CH:7]=2)[CH:3]=1)[NH2:16]. (6) Given the reactants I[CH2:2][C:3]([N:5]1[CH2:10][CH2:9][N:8]([C:11]([O:13][CH2:14][CH3:15])=[O:12])[CH2:7][CH2:6]1)=[O:4].[S:16]1(=O)[C:20]2[CH:21]=[CH:22][CH:23]=[CH:24][C:19]=2N=C1.CC[N:28]([CH2:31]C)CC.C([O-])([O-])=[O:34].[Cs+].[Cs+], predict the reaction product. The product is: [O:34]=[C:31]1[C:19]2[CH:24]=[CH:23][CH:22]=[CH:21][C:20]=2[S:16][N:28]1[CH2:2][C:3]([N:5]1[CH2:10][CH2:9][N:8]([C:11]([O:13][CH2:14][CH3:15])=[O:12])[CH2:7][CH2:6]1)=[O:4].